From a dataset of Reaction yield outcomes from USPTO patents with 853,638 reactions. Predict the reaction yield, written as a fraction of the theoretical maximum amount of product (1.0 means a 100% yield; for example, 0.34 means a 34% yield). (1) The reactants are [Cl:1][C:2]1[CH:3]=[CH:4][C:5]([C:20]([F:23])([F:22])[F:21])=[C:6]([CH:19]=1)[CH2:7][N:8]1[CH2:13][CH2:12][NH:11][C:10]2[N:14]=[CH:15][C:16](I)=[CH:17][C:9]1=2.[CH:24]([Si:27]([CH:39]([CH3:41])[CH3:40])([CH:36]([CH3:38])[CH3:37])[N:28]1[CH:32]=[CH:31][C:30](B(O)O)=[CH:29]1)([CH3:26])[CH3:25]. No catalyst specified. The product is [Cl:1][C:2]1[CH:3]=[CH:4][C:5]([C:20]([F:23])([F:22])[F:21])=[C:6]([CH:19]=1)[CH2:7][N:8]1[CH2:13][CH2:12][NH:11][C:10]2[N:14]=[CH:15][C:16]([C:30]3[CH:31]=[CH:32][N:28]([Si:27]([CH:36]([CH3:38])[CH3:37])([CH:39]([CH3:41])[CH3:40])[CH:24]([CH3:25])[CH3:26])[CH:29]=3)=[CH:17][C:9]1=2. The yield is 0.800. (2) The catalyst is C1COCC1.O. The product is [NH2:20][C:21]1[C:30]([C:31]([NH:33][C:34]2[CH:35]=[N:36][CH:37]=[C:38]([F:49])[C:39]=2[N:40]2[CH2:45][CH2:44][CH:43]([C:46]([N:8]3[CH2:9][CH2:10][N:5]([CH:3]4[CH2:4][O:1][CH2:2]4)[CH2:6][CH2:7]3)=[O:47])[CH2:42][CH2:41]2)=[O:32])=[C:24]2[N:25]=[CH:26][C:27]([F:29])=[CH:28][N:23]2[N:22]=1. The reactants are [O:1]1[CH2:4][CH:3]([N:5]2[CH2:10][CH2:9][NH:8][CH2:7][CH2:6]2)[CH2:2]1.CCN(C(C)C)C(C)C.[NH2:20][C:21]1[C:30]([C:31]([NH:33][C:34]2[CH:35]=[N:36][CH:37]=[C:38]([F:49])[C:39]=2[N:40]2[CH2:45][CH2:44][CH:43]([C:46](O)=[O:47])[CH2:42][CH2:41]2)=[O:32])=[C:24]2[N:25]=[CH:26][C:27]([F:29])=[CH:28][N:23]2[N:22]=1.F[B-](F)(F)F.ClC1C=CC2N=NN(OC(=[N+](C)C)N(C)C)C=2C=1. The yield is 0.860. (3) The catalyst is CS(C)=O. The yield is 0.154. The reactants are [N:1]1([C:6]2[CH:11]=[CH:10][C:9]([C:12]3[CH:16]=[CH:15][N:14]([CH2:17][CH2:18][C:19]([OH:21])=[O:20])[C:13]=3[C:22]3[CH:27]=[CH:26][C:25]([C:28]#[N:29])=[CH:24][C:23]=3[CH3:30])=[CH:8][CH:7]=2)[CH:5]=[CH:4][N:3]=[CH:2]1.[OH-:31].[Na+].OO.Cl. The product is [N:1]1([C:6]2[CH:11]=[CH:10][C:9]([C:12]3[CH:16]=[CH:15][N:14]([CH2:17][CH2:18][C:19]([OH:21])=[O:20])[C:13]=3[C:22]3[CH:27]=[CH:26][C:25]([C:28](=[O:31])[NH2:29])=[CH:24][C:23]=3[CH3:30])=[CH:8][CH:7]=2)[CH:5]=[CH:4][N:3]=[CH:2]1. (4) The reactants are [Cl:1][C:2]1[CH:3]=[C:4]([C:9](=[O:14])[C:10]([F:13])([F:12])[F:11])[CH:5]=[C:6]([Cl:8])[CH:7]=1.[BH4-].[Na+].[OH-].[Na+].[Cl-].[NH4+]. The catalyst is CO. The product is [Cl:1][C:2]1[CH:3]=[C:4]([CH:9]([OH:14])[C:10]([F:11])([F:12])[F:13])[CH:5]=[C:6]([Cl:8])[CH:7]=1. The yield is 0.790. (5) The reactants are [CH:1]12[O:9][CH:5]([CH2:6][NH:7][CH2:8]1)[CH2:4][N:3]([C:10]([O:12][C:13]([CH3:16])([CH3:15])[CH3:14])=[O:11])[CH2:2]2.[O:17]1[CH2:19][C@H:18]1[CH2:20][O:21][C:22]1[CH:29]=[CH:28][C:25]([C:26]#[N:27])=[CH:24][CH:23]=1. The catalyst is CC(O)C.O. The product is [C:26]([C:25]1[CH:28]=[CH:29][C:22]([O:21][CH2:20][C@@H:18]([OH:17])[CH2:19][N:7]2[CH2:6][CH:5]3[O:9][CH:1]([CH2:2][N:3]([C:10]([O:12][C:13]([CH3:16])([CH3:15])[CH3:14])=[O:11])[CH2:4]3)[CH2:8]2)=[CH:23][CH:24]=1)#[N:27]. The yield is 1.00. (6) The reactants are Cl[C:2]1[C:3]2[NH:10][CH:9]=[CH:8][C:4]=2[N:5]=[CH:6][N:7]=1.[O:11]([C:18]1[CH:23]=[CH:22][C:21](B(O)O)=[CH:20][CH:19]=1)[C:12]1[CH:17]=[CH:16][CH:15]=[CH:14][CH:13]=1.C1(P(C2CCCCC2)C2C=CC=CC=2C2C(OC)=CC=CC=2OC)CCCCC1.C(=O)([O-])[O-].[K+].[K+]. The catalyst is O1CCOCC1.O.C([O-])(=O)C.[Pd+2].C([O-])(=O)C. The product is [O:11]([C:18]1[CH:19]=[CH:20][C:21]([C:2]2[C:3]3[NH:10][CH:9]=[CH:8][C:4]=3[N:5]=[CH:6][N:7]=2)=[CH:22][CH:23]=1)[C:12]1[CH:17]=[CH:16][CH:15]=[CH:14][CH:13]=1. The yield is 0.900.